The task is: Predict the reaction yield, written as a fraction of the theoretical maximum amount of product (1.0 means a 100% yield; for example, 0.34 means a 34% yield).. This data is from Reaction yield outcomes from USPTO patents with 853,638 reactions. (1) The reactants are [F:1][C:2]1[CH:30]=[CH:29][C:5]([CH2:6][C:7]2[NH:8][C:9]([C:12]3[C:21]([OH:22])=[C:20]4[C:15]([CH:16]=[CH:17][CH:18]=[N:19]4)=[C:14]([N:23]4[CH2:28][CH2:27]S[CH2:25][CH2:24]4)[N:13]=3)=[N:10][N:11]=2)=[CH:4][CH:3]=1.C(Cl)(Cl)Cl.O[O:36][S:37]([O-:39])=O.[K+]. The catalyst is CO. The product is [O:36]=[S:37]1(=[O:39])[CH2:27][CH2:28][N:23]([C:14]2[N:13]=[C:12]([C:9]3[NH:8][C:7]([CH2:6][C:5]4[CH:4]=[CH:3][C:2]([F:1])=[CH:30][CH:29]=4)=[N:11][N:10]=3)[C:21]([OH:22])=[C:20]3[C:15]=2[CH:16]=[CH:17][CH:18]=[N:19]3)[CH2:24][CH2:25]1. The yield is 0.260. (2) The reactants are Cl[C:2]1[N:3]=[C:4]([OH:12])[C:5]2[CH:11]=[CH:10][N:9]=[CH:8][C:6]=2[N:7]=1.[CH:13]1([N:18]2[C:26]3[C:21](=[CH:22][C:23]([OH:27])=[CH:24][CH:25]=3)[CH:20]=[CH:19]2)[CH2:17][CH2:16][CH2:15][CH2:14]1. No catalyst specified. The product is [CH:13]1([N:18]2[C:26]3[C:21](=[CH:22][C:23]([O:27][C:2]4[N:3]=[C:4]([OH:12])[C:5]5[CH:11]=[CH:10][N:9]=[CH:8][C:6]=5[N:7]=4)=[CH:24][CH:25]=3)[CH:20]=[CH:19]2)[CH2:14][CH2:15][CH2:16][CH2:17]1. The yield is 0.0300. (3) The reactants are [CH:1]([C:3]1[CH:11]=[C:7]([C:8]([OH:10])=[O:9])[C:6](O)=[CH:5][CH:4]=1)=[O:2].IC.[C:15]([O-])([O-])=O.[K+].[K+].CN([CH:24]=[O:25])C. No catalyst specified. The product is [CH:1]([C:3]1[CH:4]=[CH:5][C:6]([O:25][CH3:24])=[C:7]([CH:11]=1)[C:8]([O:10][CH3:15])=[O:9])=[O:2]. The yield is 0.680. (4) The reactants are [F:1][C@H:2]1[C@@H:7]([O:8][C:9]2[CH:10]=[CH:11][CH:12]=[C:13]3[C:18]=2[N:17]=[C:16]([C:19]2[N:23]4[CH:24]=[C:25]([F:28])[CH:26]=[CH:27][C:22]4=[N:21][N:20]=2)[CH:15]=[CH:14]3)[CH2:6][CH2:5][N:4](C(OC(C)(C)C)=O)[CH2:3]1.C(O)(C(F)(F)F)=O. The catalyst is C(Cl)Cl. The product is [F:28][C:25]1[CH:26]=[CH:27][C:22]2[N:23]([C:19]([C:16]3[CH:15]=[CH:14][C:13]4[C:18](=[C:9]([O:8][C@H:7]5[CH2:6][CH2:5][NH:4][CH2:3][C@H:2]5[F:1])[CH:10]=[CH:11][CH:12]=4)[N:17]=3)=[N:20][N:21]=2)[CH:24]=1. The yield is 0.170.